Dataset: Human liver microsome stability data. Task: Regression/Classification. Given a drug SMILES string, predict its absorption, distribution, metabolism, or excretion properties. Task type varies by dataset: regression for continuous measurements (e.g., permeability, clearance, half-life) or binary classification for categorical outcomes (e.g., BBB penetration, CYP inhibition). Dataset: hlm. (1) The compound is CNC(=O)/C=C/C=C(\C)[C@@H]1C/C=C/C=C/[C@H](O)[C@H](C)[C@@H](O)[C@@H](CCC(C)=O)C(=O)N[C@@H](C(C)C)C(=O)N[C@@H](Cc2cccc(O)c2)C(=O)N2CCCC(N2)C(=O)O1. The result is 0 (unstable in human liver microsomes). (2) The compound is COc1cccc(CNC(=O)c2cn(-c3ccccc3)c3cc(-c4cn[nH]c4)ccc23)c1. The result is 1 (stable in human liver microsomes).